From a dataset of Catalyst prediction with 721,799 reactions and 888 catalyst types from USPTO. Predict which catalyst facilitates the given reaction. (1) Reactant: [CH3:1][O:2][C:3]1[CH:8]=[CH:7][C:6]([NH:9][C:10]2[C:11](=[O:22])[NH:12][C:13](=[O:21])[C:14]=2[C:15]2[CH:20]=[CH:19][CH:18]=[CH:17][CH:16]=2)=[CH:5][CH:4]=1.[F:23][C:24]([F:29])([F:28])[CH2:25][CH2:26]O.N(C(OCC)=O)=NC(OCC)=O.C1(P(C2C=CC=CC=2)C2C=CC=CC=2)C=CC=CC=1. Product: [CH3:1][O:2][C:3]1[CH:4]=[CH:5][C:6]([NH:9][C:10]2[C:11](=[O:22])[N:12]([CH2:26][CH2:25][C:24]([F:29])([F:28])[F:23])[C:13](=[O:21])[C:14]=2[C:15]2[CH:20]=[CH:19][CH:18]=[CH:17][CH:16]=2)=[CH:7][CH:8]=1. The catalyst class is: 1. (2) Reactant: [F:1][C:2]([F:34])([F:33])[C:3]1[CH:4]=[C:5]([CH:26]=[C:27]([C:29]([F:32])([F:31])[F:30])[CH:28]=1)[C:6]([N:8]([CH2:22][C:23](O)=[O:24])[C:9]1[CH:10]=[N:11][CH:12]=[CH:13][C:14]=1[C:15]1[CH:20]=[CH:19][CH:18]=[CH:17][C:16]=1[Cl:21])=[O:7].C[CH2:36][N:37](C(C)C)C(C)C.CN(C(ON1N=NC2C=CC=NC1=2)=[N+](C)C)C.F[P-](F)(F)(F)(F)F.Cl.CN.C([O-])(O)=O.[Na+]. Product: [Cl:21][C:16]1[CH:17]=[CH:18][CH:19]=[CH:20][C:15]=1[C:14]1[CH:13]=[CH:12][N:11]=[CH:10][C:9]=1[N:8]([CH2:22][C:23](=[O:24])[NH:37][CH3:36])[C:6](=[O:7])[C:5]1[CH:4]=[C:3]([C:2]([F:34])([F:1])[F:33])[CH:28]=[C:27]([C:29]([F:31])([F:30])[F:32])[CH:26]=1. The catalyst class is: 31. (3) Reactant: [CH2:1]([CH:4]1[CH2:8][CH:7]([O:9][CH2:10][C:11]2[CH:16]=[CH:15][CH:14]=[CH:13][CH:12]=2)[CH2:6][N:5]1[C:17](=[O:28])[CH:18]([NH2:27])[CH2:19][C:20]1[CH:25]=[CH:24][C:23]([F:26])=[CH:22][CH:21]=1)[CH:2]=[CH2:3].[C:29]([N:36]1[CH:45]([C:46](O)=[O:47])[CH2:44][CH:43]2[C:38](=[CH:39][CH:40]=[CH:41][CH2:42]2)[CH2:37]1)([O:31][C:32]([CH3:35])([CH3:34])[CH3:33])=[O:30].ON1C2C=CC=CC=2N=N1.CN1CCOCC1.CN(C)CCCN=C=NCC. Product: [C:32]([O:31][C:29]([N:36]1[CH:45]([C:46](=[O:47])[NH:27][CH:18]([CH2:19][C:20]2[CH:21]=[CH:22][C:23]([F:26])=[CH:24][CH:25]=2)[C:17]([N:5]2[CH2:6][CH:7]([O:9][CH2:10][C:11]3[CH:16]=[CH:15][CH:14]=[CH:13][CH:12]=3)[CH2:8][CH:4]2[CH2:1][CH:2]=[CH2:3])=[O:28])[CH2:44][C:43]2[C:38](=[CH:39][CH:40]=[CH:41][CH:42]=2)[CH2:37]1)=[O:30])([CH3:35])([CH3:34])[CH3:33]. The catalyst class is: 3. (4) The catalyst class is: 1. Reactant: [Cl:1][C:2]1[CH:7]=[C:6](Cl)[N:5]=[C:4]([S:9][CH2:10][C:11]2[CH:16]=[CH:15][CH:14]=[C:13]([F:17])[C:12]=2[F:18])[N:3]=1.FC1C(F)=CC=CC=1[CH2:27][S:28]C1N=C(NS(N2CCC2)(=O)=O)C=C(OC(CO)CO)N=1.C[S-].[Na+].[Cl-].[NH4+]. Product: [Cl:1][C:2]1[CH:7]=[C:6]([S:28][CH3:27])[N:5]=[C:4]([S:9][CH2:10][C:11]2[CH:16]=[CH:15][CH:14]=[C:13]([F:17])[C:12]=2[F:18])[N:3]=1.